Task: Regression. Given a peptide amino acid sequence and an MHC pseudo amino acid sequence, predict their binding affinity value. This is MHC class I binding data.. Dataset: Peptide-MHC class I binding affinity with 185,985 pairs from IEDB/IMGT (1) The peptide sequence is MLFYLEEPI. The MHC is HLA-B15:01 with pseudo-sequence HLA-B15:01. The binding affinity (normalized) is 0.648. (2) The peptide sequence is QENEIYTYF. The MHC is HLA-A01:01 with pseudo-sequence HLA-A01:01. The binding affinity (normalized) is 0.0847. (3) The peptide sequence is PLYRLSPKK. The binding affinity (normalized) is 0.0847. The MHC is HLA-B48:01 with pseudo-sequence HLA-B48:01. (4) The peptide sequence is YECTSRHFT. The MHC is HLA-B07:02 with pseudo-sequence HLA-B07:02. The binding affinity (normalized) is 0.0847.